This data is from Full USPTO retrosynthesis dataset with 1.9M reactions from patents (1976-2016). The task is: Predict the reactants needed to synthesize the given product. (1) Given the product [CH:1]1([CH2:4][O:5][C:6](=[O:27])[CH:7]([C:12]2[CH:17]=[C:16]([O:18][CH2:19][CH:20]3[CH2:21][CH2:22]3)[C:15]([NH2:23])=[CH:14][C:13]=2[F:26])[CH2:8][CH:9]([CH3:11])[CH3:10])[CH2:2][CH2:3]1, predict the reactants needed to synthesize it. The reactants are: [CH:1]1([CH2:4][O:5][C:6](=[O:27])[CH:7]([C:12]2[CH:17]=[C:16]([O:18][CH2:19][CH:20]3[CH2:22][CH2:21]3)[C:15]([N+:23]([O-])=O)=[CH:14][C:13]=2[F:26])[CH2:8][CH:9]([CH3:11])[CH3:10])[CH2:3][CH2:2]1. (2) Given the product [F:40][CH:36]([F:41])[O:34][C:10]1[CH:9]=[C:8]([N:4]2[CH:5]=[C:6]([F:7])[C:2]([F:1])=[CH:3]2)[CH:13]=[CH:12][C:11]=1[N:14]1[CH:19]=[C:18]([O:20][CH3:21])[C:17](=[O:22])[C:16]([C:23]2[N:27]([C:28]3[CH:33]=[CH:32][CH:31]=[CH:30][CH:29]=3)[N:26]=[CH:25][CH:24]=2)=[N:15]1, predict the reactants needed to synthesize it. The reactants are: [F:1][C:2]1[C:6]([F:7])=[CH:5][N:4]([C:8]2[CH:13]=[CH:12][C:11]([N:14]3[CH:19]=[C:18]([O:20][CH3:21])[C:17](=[O:22])[C:16]([C:23]4[N:27]([C:28]5[CH:33]=[CH:32][CH:31]=[CH:30][CH:29]=5)[N:26]=[CH:25][CH:24]=4)=[N:15]3)=[C:10]([OH:34])[CH:9]=2)[CH:3]=1.Cl[C:36]([F:41])([F:40])C([O-])=O.[Na+].C(=O)([O-])[O-].[K+].[K+].CN(C=O)C.